From a dataset of Catalyst prediction with 721,799 reactions and 888 catalyst types from USPTO. Predict which catalyst facilitates the given reaction. (1) Reactant: [Br:1][C:2]1[C:6]2[N:7]=[C:8]([C:12]3[CH:17]=[CH:16][N:15]=[CH:14][CH:13]=3)[N:9]=[C:10](O)[C:5]=2[S:4][CH:3]=1.C(N(CC)CC)C.C(C1C=C(C(C)C)C=C(C(C)C)C=1S(Cl)(=O)=O)(C)C.[C:44]([O:48][C:49](=[O:61])[NH:50][C@H:51]([CH2:59][NH2:60])[CH2:52][C:53]1[CH:58]=[CH:57][CH:56]=[CH:55][CH:54]=1)([CH3:47])([CH3:46])[CH3:45]. Product: [C:44]([O:48][C:49](=[O:61])[NH:50][CH:51]([CH2:52][C:53]1[CH:58]=[CH:57][CH:56]=[CH:55][CH:54]=1)[CH2:59][NH:60][C:10]1[C:5]2[S:4][CH:3]=[C:2]([Br:1])[C:6]=2[N:7]=[C:8]([C:12]2[CH:17]=[CH:16][N:15]=[CH:14][CH:13]=2)[N:9]=1)([CH3:47])([CH3:45])[CH3:46]. The catalyst class is: 79. (2) Reactant: C(C(C(=O)C)CC(OC(C)(C)C)=O)(=O)C.Cl.N(CC(OCC)=O)N.C([O-])(=O)C.[Na+].[CH3:30][C:31]1[C:35]([CH2:36][C:37]([O:39]CC)=[O:38])=[C:34]([CH3:42])[N:33]([CH2:43][C:44]([O:46][C:47](C)(C)[CH3:48])=[O:45])[N:32]=1.FC(F)(F)C(O)=O.C(=O)([O-])O.[Na+]. Product: [CH2:47]([O:46][C:44](=[O:45])[CH2:43][N:33]1[C:34]([CH3:42])=[C:35]([CH2:36][C:37]([OH:39])=[O:38])[C:31]([CH3:30])=[N:32]1)[CH3:48]. The catalyst class is: 412. (3) Reactant: [NH2:1][CH:2]([C:7]1[CH:12]=[CH:11][C:10]([O:13][CH:14]([F:16])[F:15])=[C:9]([O:17][CH2:18][CH:19]2[CH2:21][CH2:20]2)[CH:8]=1)[CH2:3][C:4]([OH:6])=[O:5].[C:22]([NH:25][C:26]1[CH:36]=[CH:35][CH:34]=[C:28]2[C:29]([O:31][C:32](=O)[C:27]=12)=[O:30])(=[O:24])[CH3:23].C([O-])(=O)C.[Na+]. Product: [C:22]([NH:25][C:26]1[CH:36]=[CH:35][CH:34]=[C:28]2[C:27]=1[C:32](=[O:31])[N:1]([CH:2]([C:7]1[CH:12]=[CH:11][C:10]([O:13][CH:14]([F:16])[F:15])=[C:9]([O:17][CH2:18][CH:19]3[CH2:21][CH2:20]3)[CH:8]=1)[CH2:3][C:4]([OH:6])=[O:5])[C:29]2=[O:30])(=[O:24])[CH3:23]. The catalyst class is: 15. (4) The catalyst class is: 2. Product: [C:17]([Si:14]([CH3:16])([CH3:15])[O:1][C:2]1[CH:11]=[C:10]2[C:5]([C:6]([CH3:13])=[CH:7][C:8](=[O:12])[O:9]2)=[CH:4][CH:3]=1)([CH3:20])([CH3:19])[CH3:18]. Reactant: [OH:1][C:2]1[CH:11]=[C:10]2[C:5]([C:6]([CH3:13])=[CH:7][C:8](=[O:12])[O:9]2)=[CH:4][CH:3]=1.[Si:14](Cl)([C:17]([CH3:20])([CH3:19])[CH3:18])([CH3:16])[CH3:15].C(OCC)C. (5) Reactant: [CH3:1][C@H:2]1[CH2:11][NH:10][C:9]2[C:4](=[CH:5][CH:6]=[C:7]([B:12]3[O:16][C:15]([CH3:18])([CH3:17])[C:14]([CH3:20])([CH3:19])[O:13]3)[CH:8]=2)[N:3]1[C:21](=[O:23])[CH3:22].C(N(CC)C(C)C)(C)C.[O:33]1[CH:37]=[CH:36][CH:35]=[C:34]1[C:38](Cl)=[O:39]. Product: [O:33]1[CH:37]=[CH:36][CH:35]=[C:34]1[C:38]([N:10]1[C:9]2[C:4](=[CH:5][CH:6]=[C:7]([B:12]3[O:16][C:15]([CH3:17])([CH3:18])[C:14]([CH3:20])([CH3:19])[O:13]3)[CH:8]=2)[N:3]([C:21](=[O:23])[CH3:22])[C@@H:2]([CH3:1])[CH2:11]1)=[O:39]. The catalyst class is: 12. (6) Reactant: Cl.[F:2][C:3]1[CH:8]=[CH:7][C:6]([C:9]2[S:17][C:16]3[C:15](=[O:18])[N:14]([CH:19]4[CH2:24][CH2:23][NH:22][CH2:21][CH2:20]4)[C:13](=[O:25])[N:12]([CH2:26][C:27]4[O:31][N:30]=[C:29]([CH2:32][O:33][CH3:34])[N:28]=4)[C:11]=3[CH:10]=2)=[C:5]([O:35][CH3:36])[CH:4]=1.[CH2:37]([O:39][C:40]1[C:49]([O:50][CH3:51])=[CH:48][C:47]2[C:46]([C:52]3[CH:53]=[C:54]([CH:58]=[CH:59][CH:60]=3)[C:55](O)=[O:56])=[N:45][C@@H:44]3[CH2:61][CH2:62][S:63][CH2:64][C@@H:43]3[C:42]=2[CH:41]=1)[CH3:38].CN(C(ON1N=NC2C=CC=CC1=2)=[N+](C)C)C.F[P-](F)(F)(F)(F)F.CCN(C(C)C)C(C)C. Product: [CH2:37]([O:39][C:40]1[C:49]([O:50][CH3:51])=[CH:48][C:47]2[C:46]([C:52]3[CH:53]=[C:54]([C:55]([N:22]4[CH2:23][CH2:24][CH:19]([N:14]5[C:15](=[O:18])[C:16]6[S:17][C:9]([C:6]7[CH:7]=[CH:8][C:3]([F:2])=[CH:4][C:5]=7[O:35][CH3:36])=[CH:10][C:11]=6[N:12]([CH2:26][C:27]6[O:31][N:30]=[C:29]([CH2:32][O:33][CH3:34])[N:28]=6)[C:13]5=[O:25])[CH2:20][CH2:21]4)=[O:56])[CH:58]=[CH:59][CH:60]=3)=[N:45][C@@H:44]3[CH2:61][CH2:62][S:63][CH2:64][C@@H:43]3[C:42]=2[CH:41]=1)[CH3:38]. The catalyst class is: 2. (7) Reactant: [C:1]1([CH2:9][OH:10])(CO)CCCCC1.[O:11]=[C:12]=[N:13]C1CC(C)(C)CC(C)(CN=C=O)C1.[C:27]([O:31]CCO)(=[O:30])[CH:28]=[CH2:29].C([O-])(=O)CCCCCCCCCCC.C([O-])(=O)CCCCCCCCCCC.C([Sn+2]CCCC)CCC. Product: [C:27]([OH:31])(=[O:30])[CH:28]=[CH2:29].[NH2:13][C:12]([O:10][CH2:9][CH3:1])=[O:11]. The catalyst class is: 11.